Task: Predict which catalyst facilitates the given reaction.. Dataset: Catalyst prediction with 721,799 reactions and 888 catalyst types from USPTO (1) Reactant: [CH2:1]([CH:3]([N:6]1[C:18]2[C:17]3[N:16]=[CH:15][CH:14]=[C:13]([C:19]4[C:24]([CH3:25])=[CH:23][C:22]([CH3:26])=[CH:21][C:20]=4[CH3:27])[C:12]=3[N:11]=[C:10]([CH3:28])[C:9]=2[CH2:8][CH2:7]1)[CH2:4][CH3:5])[CH3:2]. Product: [CH2:1]([CH:3]([N:6]1[C:18]2[C:17]3[N:16]=[CH:15][CH:14]=[C:13]([C:19]4[C:24]([CH3:25])=[CH:23][C:22]([CH3:26])=[CH:21][C:20]=4[CH3:27])[C:12]=3[N:11]=[C:10]([CH3:28])[C:9]=2[CH:8]=[CH:7]1)[CH2:4][CH3:5])[CH3:2]. The catalyst class is: 661. (2) Reactant: [NH2:1][C:2]1[C:3](Br)=[CH:4][C:5]([F:16])=[C:6]([N:8]2[C:12](=[O:13])[N:11]([CH3:14])[C:10]([CH3:15])=[N:9]2)[CH:7]=1.CCO[C:21]([S-:23])=[S:22].[K+].Cl. Product: [F:16][C:5]1[C:6]([N:8]2[C:12](=[O:13])[N:11]([CH3:14])[C:10]([CH3:15])=[N:9]2)=[CH:7][C:2]2[N:1]=[C:21]([SH:23])[S:22][C:3]=2[CH:4]=1. The catalyst class is: 9. (3) Reactant: [Na].CC1C(C[S:23]([C:25]2[NH:29][C:28]3[CH:30]=[CH:31][CH:32]=[CH:33][C:27]=3[N:26]=2)=O)=NC=CC=1OCC1(C)OCC2(OCCO2)CO1.CC1(C)OCC(COC2C(C)=CN=[C:45]([CH2:50][OH:51])C=2C)CO1.O.CC1(C)OCC(COC2C(C)=CN=C(CO)C=2C)C[O:57]1. Product: [NH:29]1[C:28]2[CH:30]=[C:31]3[O:51][CH2:50][CH2:45][O:57][C:32]3=[CH:33][C:27]=2[N:26]=[C:25]1[SH:23]. The catalyst class is: 11. (4) Reactant: [H-].[Na+].[CH3:3][O:4][C:5]([CH2:7]P(OC)(OC)=O)=[O:6].[F:14][C:15]1[CH:16]=[C:17]([NH:23][C:24](=[O:33])[O:25][CH2:26][C:27]2[CH:32]=[CH:31][CH:30]=[CH:29][CH:28]=2)[CH:18]=[CH:19][C:20]=1[CH:21]=O.Cl. Product: [CH2:26]([O:25][C:24]([NH:23][C:17]1[CH:18]=[CH:19][C:20](/[CH:21]=[CH:7]/[C:5]([O:4][CH3:3])=[O:6])=[C:15]([F:14])[CH:16]=1)=[O:33])[C:27]1[CH:32]=[CH:31][CH:30]=[CH:29][CH:28]=1. The catalyst class is: 3. (5) Reactant: [CH3:1][C:2]1[C:6]([C:7]2[CH:8]=[C:9]([NH2:27])[C:10]([NH:24][CH2:25][CH3:26])=[C:11]([C:13]3[C:22]([CH3:23])=[CH:21][CH:20]=[C:19]4[C:14]=3[CH:15]=[CH:16][CH:17]=[N:18]4)[CH:12]=2)=[C:5]([CH3:28])[O:4][N:3]=1.[C:29](N1C=CN=C1)(N1C=CN=C1)=[O:30].O1CCCC1. Product: [CH3:1][C:2]1[C:6]([C:7]2[CH:12]=[C:11]([C:13]3[C:22]([CH3:23])=[CH:21][CH:20]=[C:19]4[C:14]=3[CH:15]=[CH:16][CH:17]=[N:18]4)[C:10]3[N:24]([CH2:25][CH3:26])[C:29](=[O:30])[NH:27][C:9]=3[CH:8]=2)=[C:5]([CH3:28])[O:4][N:3]=1. The catalyst class is: 25. (6) Reactant: [O:1]1[CH:5]=[N:4][N:3]=[C:2]1[C:6]1[CH:11]=[CH:10][C:9]([OH:12])=[CH:8][CH:7]=1.C(N(CC)CC)C.[S:20](Cl)([C:23]([F:26])([F:25])[F:24])(=[O:22])=[O:21].CCOC(C)=O. Product: [F:24][C:23]([F:26])([F:25])[S:20]([O:12][C:9]1[CH:10]=[CH:11][C:6]([C:2]2[O:1][CH:5]=[N:4][N:3]=2)=[CH:7][CH:8]=1)(=[O:22])=[O:21]. The catalyst class is: 2. (7) Reactant: [C:1]([O:5][C:6](=[O:34])[NH:7][C:8]([C:10]1[S:11][C:12]([S:32][CH3:33])=[C:13]([S:15]([C:18]2[CH:19]=[C:20]([C:24]3[C:29]([CH3:30])=[CH:28][CH:27]=[CH:26][C:25]=3[NH2:31])[CH:21]=[CH:22][CH:23]=2)(=[O:17])=[O:16])[CH:14]=1)=[NH:9])([CH3:4])([CH3:3])[CH3:2].N1C=CC=CC=1.Cl[C:42](OC1C=CC([N+]([O-])=O)=CC=1)=[O:43].[CH2:54]([NH2:57])[CH2:55][NH2:56].C(N(CC)CC)C. Product: [C:1]([O:5][C:6](=[O:34])[NH:7][C:8]([C:10]1[S:11][C:12]([S:32][CH3:33])=[C:13]([S:15]([C:18]2[CH:19]=[C:20]([C:24]3[C:29]([CH3:30])=[CH:28][CH:27]=[CH:26][C:25]=3[NH:31][C:42]([NH:56][CH2:55][CH2:54][NH2:57])=[O:43])[CH:21]=[CH:22][CH:23]=2)(=[O:17])=[O:16])[CH:14]=1)=[NH:9])([CH3:4])([CH3:3])[CH3:2]. The catalyst class is: 2. (8) Reactant: Cl.[Cl:2][C:3]1[CH:4]=[C:5]([C:10]23[CH2:15][CH:14]2[CH2:13][NH:12][CH2:11]3)[CH:6]=[CH:7][C:8]=1[Cl:9].ICC.CCN(C(C)C)[CH:22]([CH3:24])[CH3:23]. Product: [Cl:2][C:3]1[CH:4]=[C:5]([C:10]23[CH2:15][CH:14]2[CH2:13][N:12]([CH:22]([CH3:24])[CH3:23])[CH2:11]3)[CH:6]=[CH:7][C:8]=1[Cl:9]. The catalyst class is: 3. (9) Reactant: [NH2:1][C:2]1[CH:3]=[C:4]2[C:9](=[CH:10][CH:11]=1)[N:8]=[CH:7][C:6]([C:12]#[N:13])=[C:5]2[NH:14][C:15]1[CH:20]=[CH:19][CH:18]=[C:17]([Cl:21])[CH:16]=1.[N:22]1[CH:27]=[CH:26][CH:25]=[C:24]([CH:28]=O)[CH:23]=1.[BH3-]C#N.[Na+]. Product: [Cl:21][C:17]1[CH:16]=[C:15]([NH:14][C:5]2[C:4]3[C:9](=[CH:10][CH:11]=[C:2]([NH:1][CH2:28][C:24]4[CH:23]=[N:22][CH:27]=[CH:26][CH:25]=4)[CH:3]=3)[N:8]=[CH:7][C:6]=2[C:12]#[N:13])[CH:20]=[CH:19][CH:18]=1. The catalyst class is: 14.